The task is: Regression. Given two drug SMILES strings and cell line genomic features, predict the synergy score measuring deviation from expected non-interaction effect.. This data is from NCI-60 drug combinations with 297,098 pairs across 59 cell lines. (1) Drug 1: CS(=O)(=O)OCCCCOS(=O)(=O)C. Drug 2: B(C(CC(C)C)NC(=O)C(CC1=CC=CC=C1)NC(=O)C2=NC=CN=C2)(O)O. Cell line: CCRF-CEM. Synergy scores: CSS=39.1, Synergy_ZIP=-4.61, Synergy_Bliss=-3.71, Synergy_Loewe=-30.2, Synergy_HSA=-2.26. (2) Drug 1: C1=CC(=C2C(=C1NCCNCCO)C(=O)C3=C(C=CC(=C3C2=O)O)O)NCCNCCO. Drug 2: CC1=CC=C(C=C1)C2=CC(=NN2C3=CC=C(C=C3)S(=O)(=O)N)C(F)(F)F. Cell line: T-47D. Synergy scores: CSS=37.6, Synergy_ZIP=-7.33, Synergy_Bliss=1.52, Synergy_Loewe=0.188, Synergy_HSA=4.10. (3) Cell line: SNB-19. Drug 1: CC1=C2C(C(=O)C3(C(CC4C(C3C(C(C2(C)C)(CC1OC(=O)C(C(C5=CC=CC=C5)NC(=O)OC(C)(C)C)O)O)OC(=O)C6=CC=CC=C6)(CO4)OC(=O)C)O)C)O. Drug 2: CC1C(C(CC(O1)OC2CC(OC(C2O)C)OC3=CC4=CC5=C(C(=O)C(C(C5)C(C(=O)C(C(C)O)O)OC)OC6CC(C(C(O6)C)O)OC7CC(C(C(O7)C)O)OC8CC(C(C(O8)C)O)(C)O)C(=C4C(=C3C)O)O)O)O. Synergy scores: CSS=52.4, Synergy_ZIP=4.35, Synergy_Bliss=9.10, Synergy_Loewe=8.28, Synergy_HSA=7.49. (4) Drug 1: C1=CC(=C2C(=C1NCCNCCO)C(=O)C3=C(C=CC(=C3C2=O)O)O)NCCNCCO. Drug 2: CC1C(C(=O)NC(C(=O)N2CCCC2C(=O)N(CC(=O)N(C(C(=O)O1)C(C)C)C)C)C(C)C)NC(=O)C3=C4C(=C(C=C3)C)OC5=C(C(=O)C(=C(C5=N4)C(=O)NC6C(OC(=O)C(N(C(=O)CN(C(=O)C7CCCN7C(=O)C(NC6=O)C(C)C)C)C)C(C)C)C)N)C. Cell line: SR. Synergy scores: CSS=89.2, Synergy_ZIP=12.3, Synergy_Bliss=11.3, Synergy_Loewe=6.05, Synergy_HSA=14.4. (5) Drug 1: CC(C)(C#N)C1=CC(=CC(=C1)CN2C=NC=N2)C(C)(C)C#N. Drug 2: C1=CC=C(C=C1)NC(=O)CCCCCCC(=O)NO. Cell line: HCT-15. Synergy scores: CSS=-5.14, Synergy_ZIP=3.58, Synergy_Bliss=5.07, Synergy_Loewe=-3.99, Synergy_HSA=-3.67.